This data is from Catalyst prediction with 721,799 reactions and 888 catalyst types from USPTO. The task is: Predict which catalyst facilitates the given reaction. Reactant: [Cl:1][C:2]1[CH:7]=[CH:6][N:5]=[C:4]2[CH:8]=[C:9]([C:11](=[S:13])[NH2:12])[S:10][C:3]=12.[CH3:14][CH2:15][O:16][C:17]([C:19]([CH2:21]Br)=O)=[O:18].FC(F)(F)C(OC(=O)C(F)(F)F)=[O:26].C(Cl)(Cl)Cl. Product: [CH2:15]([O:16][C:17]([C:19]1[N:12]=[C:11]([C:9]2[S:10][C:3]3[C:4](=[N:5][CH:6]=[CH:7][C:2]=3[Cl:1])[CH:8]=2)[S:13][CH:21]=1)=[O:18])[CH3:14].[NH4+:5].[OH-:26]. The catalyst class is: 36.